This data is from Reaction yield outcomes from USPTO patents with 853,638 reactions. The task is: Predict the reaction yield, written as a fraction of the theoretical maximum amount of product (1.0 means a 100% yield; for example, 0.34 means a 34% yield). (1) The reactants are [CH2:1]([C:4]1[C:12]([OH:13])=[C:11]2[C:7]([CH2:8][O:9][C:10]2=[O:14])=[C:6]([CH3:15])[C:5]=1[CH2:16][CH3:17])[CH:2]=[CH2:3].C1C=CC(P(C2C=CC=CC=2)C2C=CC=CC=2)=CC=1.[CH3:37][Si:38]([CH3:43])([CH3:42])[CH2:39][CH2:40]O.N(C(OC(C)C)=O)=NC(OC(C)C)=O. The catalyst is C1COCC1. The product is [CH2:1]([C:4]1[C:12]([O:13][CH2:40][CH2:39][Si:38]([CH3:43])([CH3:42])[CH3:37])=[C:11]2[C:7]([CH2:8][O:9][C:10]2=[O:14])=[C:6]([CH3:15])[C:5]=1[CH2:16][CH3:17])[CH:2]=[CH2:3]. The yield is 0.920. (2) The reactants are Cl[C:2]1[CH:7]=[CH:6][C:5]([N+:8]([O-:10])=[O:9])=[CH:4][CH:3]=1.[OH:11][N:12]=[C:13]([O:15][CH2:16][CH3:17])[CH3:14].[OH-].[Na+].O. The catalyst is CN(C=O)C. The product is [N+:8]([C:5]1[CH:6]=[CH:7][C:2]([O:11][N:12]=[C:13]([O:15][CH2:16][CH3:17])[CH3:14])=[CH:3][CH:4]=1)([O-:10])=[O:9]. The yield is 0.985. (3) The reactants are [CH2:1]([C@@H:3]1[CH2:8][CH2:7][C@H:6]([O:9][C:10]2[CH:11]=[C:12]3[C:17](=[CH:18][CH:19]=2)[CH:16]=[C:15]([CH:20]=[O:21])[CH:14]=[CH:13]3)[CH2:5][CH2:4]1)[CH3:2].[Cl:22]N1C(=O)CCC1=O. The catalyst is C(#N)C. The product is [Cl:22][C:11]1[C:10]([O:9][C@H:6]2[CH2:7][CH2:8][C@@H:3]([CH2:1][CH3:2])[CH2:4][CH2:5]2)=[CH:19][CH:18]=[C:17]2[C:12]=1[CH:13]=[CH:14][C:15]([CH:20]=[O:21])=[CH:16]2. The yield is 1.00. (4) The reactants are [CH3:1][O:2][C:3](=[O:24])[CH:4]([CH2:18][CH2:19]OCCN)[C:5]1[C:13]2[C:8](=[CH:9][CH:10]=[CH:11][CH:12]=2)[N:7]([C:14]([O:16][CH3:17])=[O:15])[CH:6]=1.[C:25]([N:28]1[CH2:35][CH2:34][CH2:33][C@H:29]1[C:30]([OH:32])=O)(=[O:27])[CH3:26].O[N:37]1C(=O)C[CH2:39][C:38]1=O.C1(N=C=NC2CCCCC2)CCCCC1. The catalyst is O1CCCC1. The product is [CH3:1][O:2][C:3](=[O:24])[CH:4]([CH2:18][CH2:19][CH2:39][CH2:38][NH:37][C:30]([CH:29]1[CH2:33][CH2:34][CH2:35][N:28]1[C:25](=[O:27])[CH3:26])=[O:32])[C:5]1[C:13]2[C:8](=[CH:9][CH:10]=[CH:11][CH:12]=2)[N:7]([C:14]([O:16][CH3:17])=[O:15])[CH:6]=1. The yield is 0.670.